This data is from Reaction yield outcomes from USPTO patents with 853,638 reactions. The task is: Predict the reaction yield, written as a fraction of the theoretical maximum amount of product (1.0 means a 100% yield; for example, 0.34 means a 34% yield). The reactants are C1(C)C=CC(S(O[CH2:11][CH:12]2[CH2:21][N:20]3[C:16](=[N:17][C:18]4[C:25]([CH3:26])=[CH:24][CH:23]=[CH:22][C:19]=43)[C:15]3[CH:27]=C[CH:29]=[C:30]([Cl:31])[C:14]=3[O:13]2)(=O)=O)=CC=1.[H-].[H-].[H-].[H-].[Li+].[Al+3]. The catalyst is C1COCC1. The product is [Cl:31][C:30]([C:14]1[O:13][CH:12]([CH3:11])[CH2:21][N:20]2[C:16](=[N:17][C:18]3[C:25]([CH3:26])=[CH:24][CH:23]=[CH:22][C:19]=32)[C:15]=1[CH3:27])=[CH2:29]. The yield is 0.930.